From a dataset of Full USPTO retrosynthesis dataset with 1.9M reactions from patents (1976-2016). Predict the reactants needed to synthesize the given product. Given the product [NH2:21][CH2:20][CH2:19][NH:22][C:15]([C@H:12]1[CH2:11][CH2:10][C@H:9]([C:7]2[O:8][C:4]([CH:1]([CH3:2])[CH3:3])=[N:5][N:6]=2)[CH2:14][CH2:13]1)=[O:17], predict the reactants needed to synthesize it. The reactants are: [CH:1]([C:4]1[O:8][C:7]([C@H:9]2[CH2:14][CH2:13][C@H:12]([C:15]([O:17]C)=O)[CH2:11][CH2:10]2)=[N:6][N:5]=1)([CH3:3])[CH3:2].[CH2:19]([NH2:22])[CH2:20][NH2:21].